This data is from Peptide-MHC class II binding affinity with 134,281 pairs from IEDB. The task is: Regression. Given a peptide amino acid sequence and an MHC pseudo amino acid sequence, predict their binding affinity value. This is MHC class II binding data. (1) The peptide sequence is SHHYIRVGNETGLEL. The MHC is DRB1_0401 with pseudo-sequence DRB1_0401. The binding affinity (normalized) is 0.943. (2) The peptide sequence is IEDVQTDIPSEPWNT. The MHC is DRB1_0404 with pseudo-sequence DRB1_0404. The binding affinity (normalized) is 0.332. (3) The peptide sequence is RAQFPRQCATVEALR. The MHC is DRB1_0405 with pseudo-sequence DRB1_0405. The binding affinity (normalized) is 0.465. (4) The MHC is DRB1_1501 with pseudo-sequence DRB1_1501. The binding affinity (normalized) is 0.384. The peptide sequence is GKARTAWVDSGAQLG. (5) The peptide sequence is MNEPTAAAIAYGLDR. The MHC is HLA-DQA10102-DQB10602 with pseudo-sequence HLA-DQA10102-DQB10602. The binding affinity (normalized) is 0.761. (6) The peptide sequence is NKIVRMYSPISI. The MHC is DRB1_1302 with pseudo-sequence DRB1_1302. The binding affinity (normalized) is 0.377. (7) The peptide sequence is NAATAGTTVYGAFAA. The MHC is HLA-DPA10103-DPB10601 with pseudo-sequence HLA-DPA10103-DPB10601. The binding affinity (normalized) is 0. (8) The peptide sequence is LEQDKCVTVMAPDKP. The MHC is DRB1_1101 with pseudo-sequence DRB1_1101. The binding affinity (normalized) is 0. (9) The peptide sequence is LFKVRNGGEIGAVAL. The MHC is HLA-DQA10501-DQB10302 with pseudo-sequence HLA-DQA10501-DQB10302. The binding affinity (normalized) is 0.445. (10) The peptide sequence is KKIEGVHGGTWVSATLE. The MHC is DRB1_0801 with pseudo-sequence DRB1_0801. The binding affinity (normalized) is 0.269.